Task: Predict the product of the given reaction.. Dataset: Forward reaction prediction with 1.9M reactions from USPTO patents (1976-2016) (1) Given the reactants [CH3:1][O:2][C:3]1[CH:4]=[CH:5][C:6]2[C:11](=[O:12])[N:10]([C:13]3[CH:18]=[CH:17][C:16]([O:19]CC(F)(F)F)=[CH:15][CH:14]=3)[C:9](SCCC)=[N:8][C:7]=2[N:29]=1.[F:30][C:31]([F:35])([F:34])[CH2:32][OH:33].[H-].[Na+].Cl, predict the reaction product. The product is: [CH3:1][O:2][C:3]1[CH:4]=[CH:5][C:6]2[C:11](=[O:12])[N:10]([C:13]3[CH:18]=[CH:17][C:16]([O:19][CH2:32][C:31]([F:35])([F:34])[F:30])=[CH:15][CH:14]=3)[C:9]([O:33][CH2:32][C:31]([F:35])([F:34])[F:30])=[N:8][C:7]=2[N:29]=1. (2) Given the reactants [CH3:1][O:2][C:3]1[CH:4]=[C:5]([CH:7]=[CH:8][CH:9]=1)[NH2:6].Br[CH2:11][C:12]([C:14]1[CH:19]=[CH:18][C:17]([OH:20])=[C:16]([OH:21])[C:15]=1[OH:22])=[O:13].[C:23](=[O:26])(O)[O-].[Na+], predict the reaction product. The product is: [CH3:1][O:2][C:3]1[CH:4]=[C:5]2[C:7]([C:12]([C:14]3[CH:19]=[CH:18][C:17]([OH:20])=[C:16]([OH:21])[C:23]=3[OH:26])=[CH:11][N:6]2[CH2:11][C:12]([C:14]2[CH:19]=[CH:18][C:17]([OH:20])=[C:16]([OH:21])[C:15]=2[OH:22])=[O:13])=[CH:8][CH:9]=1. (3) Given the reactants [NH2:1][C:2]1[CH:3]=[C:4]([CH:9]=[C:10]([NH2:12])[N:11]=1)[C:5]([NH:7][OH:8])=[NH:6].[C:13](OC(=O)C)(=O)[CH3:14], predict the reaction product. The product is: [CH3:13][C:14]1[O:8][N:7]=[C:5]([C:4]2[CH:3]=[C:2]([NH2:1])[N:11]=[C:10]([NH2:12])[CH:9]=2)[N:6]=1. (4) Given the reactants S(Cl)([Cl:3])=O.O.[NH2:6][C:7]1[CH:8]=[C:9]([F:16])[C:10]([F:15])=[C:11]([CH2:13]O)[CH:12]=1, predict the reaction product. The product is: [Cl:3][CH2:13][C:11]1[CH:12]=[C:7]([CH:8]=[C:9]([F:16])[C:10]=1[F:15])[NH2:6]. (5) The product is: [CH3:17][C:15]1[O:14][C:11]2[CH:12]=[CH:13][N:8]([C:5]3[CH:4]=[CH:3][C:2]([N:1]4[CH2:25][CH2:24][NH:23][CH2:22][CH2:21]4)=[CH:7][CH:6]=3)[C:9](=[O:18])[C:10]=2[CH:16]=1. Given the reactants [NH2:1][C:2]1[CH:7]=[CH:6][C:5]([N:8]2[CH:13]=[CH:12][C:11]3[O:14][C:15]([CH3:17])=[CH:16][C:10]=3[C:9]2=[O:18])=[CH:4][CH:3]=1.Cl.Cl[CH2:21][CH2:22][NH:23][CH2:24][CH2:25]Cl.C(=O)([O-])[O-].[K+].[K+], predict the reaction product. (6) The product is: [CH:24]1([N:21]2[C:19]3[N:20]=[C:15]4[CH2:14][N:4]([CH2:5][C:6]5[CH:11]=[CH:10][C:9]([O:12][CH3:13])=[CH:8][CH:7]=5)[CH2:3][CH2:2][N:16]4[C:17](=[O:29])[C:18]=3[N:23]=[N:22]2)[CH2:28][CH2:27][CH2:26][CH2:25]1. Given the reactants Cl[CH2:2][CH2:3][N:4]([CH2:14][C:15]1[NH:16][C:17](=[O:29])[C:18]2[N:23]=[N:22][N:21]([CH:24]3[CH2:28][CH2:27][CH2:26][CH2:25]3)[C:19]=2[N:20]=1)[CH2:5][C:6]1[CH:11]=[CH:10][C:9]([O:12][CH3:13])=[CH:8][CH:7]=1.[I-].[K+].C(=O)([O-])[O-].[K+].[K+], predict the reaction product.